From a dataset of Full USPTO retrosynthesis dataset with 1.9M reactions from patents (1976-2016). Predict the reactants needed to synthesize the given product. (1) Given the product [F:1][C:2]([F:7])([F:6])[C:3]([OH:5])=[O:4].[NH2:14][CH:15]([CH:16]([OH:25])[C:17]1[CH:18]=[CH:19][C:20]([O:23][CH3:24])=[CH:21][CH:22]=1)[C:26]([N:28]1[CH2:31][C:30]([O:39][CH2:40][CH2:41][CH2:42][CH3:43])([C:32]2[CH:37]=[CH:36][CH:35]=[CH:34][C:33]=2[CH3:38])[CH2:29]1)=[O:27], predict the reactants needed to synthesize it. The reactants are: [F:1][C:2]([F:7])([F:6])[C:3]([OH:5])=[O:4].C(OC(=O)[NH:14][CH:15]([C:26]([N:28]1[CH2:31][C:30]([O:39][CH2:40][CH2:41][CH2:42][CH3:43])([C:32]2[CH:37]=[CH:36][CH:35]=[CH:34][C:33]=2[CH3:38])[CH2:29]1)=[O:27])[CH:16]([OH:25])[C:17]1[CH:22]=[CH:21][C:20]([O:23][CH3:24])=[CH:19][CH:18]=1)(C)(C)C. (2) The reactants are: [C:1]1(=O)[CH2:6][CH2:5][C:4](=[O:7])[CH2:3][CH2:2]1.CO.BrBr.[NH2:13][C:14]([NH2:16])=[S:15]. Given the product [NH2:16][C:14]1[S:15][C:2]2[CH2:3][C:4](=[O:7])[CH2:5][CH2:6][C:1]=2[N:13]=1, predict the reactants needed to synthesize it.